Predict the product of the given reaction. From a dataset of Forward reaction prediction with 1.9M reactions from USPTO patents (1976-2016). (1) The product is: [NH2:1][C:2]1[CH:19]=[CH:18][C:5]([O:6][C:7]2[CH:12]=[CH:11][N:10]=[C:9]3[N:13]([CH3:17])[C:14](=[O:16])[N:15]([CH3:24])[C:8]=23)=[CH:4][C:3]=1[F:20]. Given the reactants [NH2:1][C:2]1[CH:19]=[CH:18][C:5]([O:6][C:7]2[CH:12]=[CH:11][N:10]=[C:9]3[N:13]([CH3:17])[C:14](=[O:16])[NH:15][C:8]=23)=[CH:4][C:3]=1[F:20].[H-].[Na+].I[CH3:24].O, predict the reaction product. (2) Given the reactants [F:1][C:2]1[CH:3]=[N:4][C:5]([O:17][C:18]2[CH:23]=[CH:22][CH:21]=[C:20]([S:24][CH3:25])[CH:19]=2)=[C:6]([CH:16]=1)[C:7]([NH:9][CH:10]1[CH2:15][CH2:14][NH:13][CH2:12][CH2:11]1)=[O:8].C(N(CC)CC)C.[CH:33]1([C:36](Cl)=[O:37])[CH2:35][CH2:34]1.Cl.CN(C)CCCN=C=NCC, predict the reaction product. The product is: [NH3:4].[F:1][C:2]1[CH:3]=[N:4][C:5]([O:17][C:18]2[CH:23]=[CH:22][CH:21]=[C:20]([S:24][CH3:25])[CH:19]=2)=[C:6]([CH:16]=1)[C:7]([NH:9][CH:10]1[CH2:11][CH2:12][N:13]([C:36]([CH:33]2[CH2:35][CH2:34]2)=[O:37])[CH2:14][CH2:15]1)=[O:8]. (3) The product is: [CH2:1]([N:3]1[C:11]([CH:12]2[CH2:13][CH2:14][NH:15][CH2:16][CH2:17]2)=[C:10]2[C:5]([CH2:6][CH2:7][CH2:8][CH2:9]2)=[N:4]1)[CH3:2]. Given the reactants [CH2:1]([N:3]1[C:11]([CH:12]2[CH2:17][CH2:16][N:15](CC3C=CC=CC=3)[CH2:14][CH2:13]2)=[C:10]2[C:5]([CH2:6][CH2:7][CH2:8][CH2:9]2)=[N:4]1)[CH3:2].C([O-])=O.[NH4+], predict the reaction product.